From a dataset of Catalyst prediction with 721,799 reactions and 888 catalyst types from USPTO. Predict which catalyst facilitates the given reaction. (1) Reactant: [C:1](O)(=O)[C:2](O)=O.[CH2:7]1[C:10]2([CH2:13][NH:12][CH2:11]2)[CH2:9][O:8]1.Br[C:15]1[N:20]=[C:19](NC(=O)OC(C)(C)C)[CH:18]=[CH:17][CH:16]=1.[C:29]([O-:32])([O-])=[O:30].[K+].[K+].O. Product: [CH2:7]1[C:10]2([CH2:13][N:12]([C:19]3[N:20]=[C:15]([C:29]([O:32][CH2:1][CH3:2])=[O:30])[CH:16]=[CH:17][CH:18]=3)[CH2:11]2)[CH2:9][O:8]1. The catalyst class is: 16. (2) Reactant: [H-].[Na+].[C:3]([O:7][C:8]([N:10]1[CH2:13][CH:12]([OH:14])[CH2:11]1)=[O:9])([CH3:6])([CH3:5])[CH3:4].Br[CH2:16][CH2:17][F:18].[Cl-].[NH4+]. Product: [C:3]([O:7][C:8]([N:10]1[CH2:13][CH:12]([O:14][CH2:16][CH2:17][F:18])[CH2:11]1)=[O:9])([CH3:6])([CH3:4])[CH3:5]. The catalyst class is: 399. (3) Reactant: [CH3:1][C:2]1[N:10]=[C:9]([C:11]([F:14])([F:13])[F:12])[CH:8]=[CH:7][C:3]=1[C:4]([OH:6])=[O:5].[C:15](Cl)([CH3:17])=O. Product: [CH3:1][C:2]1[N:10]=[C:9]([C:11]([F:14])([F:12])[F:13])[CH:8]=[CH:7][C:3]=1[C:4]([O:6][CH2:15][CH3:17])=[O:5]. The catalyst class is: 14. (4) The catalyst class is: 93. Product: [C:15]1([C:2]2[CH:14]=[CH:13][C:5]3[S:6][C:7]4[CH:12]=[CH:11][CH:10]=[CH:9][C:8]=4[C:4]=3[CH:3]=2)[CH:20]=[CH:19][CH:18]=[CH:17][CH:16]=1. Reactant: Br[C:2]1[CH:14]=[CH:13][C:5]2[S:6][C:7]3[CH:12]=[CH:11][CH:10]=[CH:9][C:8]=3[C:4]=2[CH:3]=1.[C:15]1(B(O)O)[CH:20]=[CH:19][CH:18]=[CH:17][CH:16]=1.C(=O)([O-])[O-].[K+].[K+].C(O)C. (5) Reactant: [F-].C([N+](CCCC)(CCCC)CCCC)CCC.C([Si](C)(C)[O:24][CH2:25][CH2:26][O:27][C:28]1[CH:33]=[CH:32][C:31]([C:34]2[N:38]([C:39]3[CH:44]=[CH:43][C:42]([O:45][CH3:46])=[CH:41][CH:40]=3)[N:37]=[C:36]([C:47]([O:50][CH3:51])([CH3:49])[CH3:48])[CH:35]=2)=[CH:30][CH:29]=1)(C)(C)C. Product: [CH3:51][O:50][C:47]([C:36]1[CH:35]=[C:34]([C:31]2[CH:32]=[CH:33][C:28]([O:27][CH2:26][CH2:25][OH:24])=[CH:29][CH:30]=2)[N:38]([C:39]2[CH:40]=[CH:41][C:42]([O:45][CH3:46])=[CH:43][CH:44]=2)[N:37]=1)([CH3:49])[CH3:48]. The catalyst class is: 1.